From a dataset of Reaction yield outcomes from USPTO patents with 853,638 reactions. Predict the reaction yield, written as a fraction of the theoretical maximum amount of product (1.0 means a 100% yield; for example, 0.34 means a 34% yield). (1) The reactants are I[C:2]1[C:3]([C:14]([O:16][CH2:17][CH3:18])=[O:15])=[N:4][N:5]([CH:8]2[CH2:13][CH2:12][CH2:11][CH2:10][O:9]2)[C:6]=1[CH3:7].[CH3:19][O:20][CH2:21][CH2:22][O:23][C:24]1[CH:25]=[C:26](B2OC(C)(C)C(C)(C)O2)[CH:27]=[C:28]([C:30]([F:33])([F:32])[F:31])[CH:29]=1.C(=O)([O-])[O-].[K+].[K+]. The catalyst is O1CCOCC1.O.C1C=CC(P(C2C=CC=CC=2)[C-]2C=CC=C2)=CC=1.C1C=CC(P(C2C=CC=CC=2)[C-]2C=CC=C2)=CC=1.Cl[Pd]Cl.[Fe+2]. The product is [CH3:19][O:20][CH2:21][CH2:22][O:23][C:24]1[CH:25]=[C:26]([C:2]2[C:3]([C:14]([O:16][CH2:17][CH3:18])=[O:15])=[N:4][N:5]([CH:8]3[CH2:13][CH2:12][CH2:11][CH2:10][O:9]3)[C:6]=2[CH3:7])[CH:27]=[C:28]([C:30]([F:31])([F:32])[F:33])[CH:29]=1. The yield is 0.100. (2) The reactants are [Br:1][C:2]1[C:3](=[O:10])[N:4]([CH3:9])[CH:5]=[C:6](I)[CH:7]=1.[C:11]([O:14][CH2:15][C:16]1[C:17]([N:31]2[CH2:42][CH2:41][N:40]3[C:33](=[CH:34][C:35]4[CH2:36][C:37]([CH3:44])([CH3:43])[CH2:38][C:39]=43)[C:32]2=[O:45])=[N:18][CH:19]=[CH:20][C:21]=1B1OC(C)(C)C(C)(C)O1)(=[O:13])[CH3:12].[O-]P([O-])([O-])=O.[K+].[K+].[K+].C([O-])(=O)C.[Na+]. The catalyst is C1C=CC(P(C2C=CC=CC=2)[C-]2C=CC=C2)=CC=1.C1C=CC(P(C2C=CC=CC=2)[C-]2C=CC=C2)=CC=1.Cl[Pd]Cl.[Fe+2].O.C(#N)C. The product is [C:11]([O:14][CH2:15][C:16]1[C:17]([N:31]2[CH2:42][CH2:41][N:40]3[C:33](=[CH:34][C:35]4[CH2:36][C:37]([CH3:44])([CH3:43])[CH2:38][C:39]=43)[C:32]2=[O:45])=[N:18][CH:19]=[CH:20][C:21]=1[C:6]1[CH:7]=[C:2]([Br:1])[C:3](=[O:10])[N:4]([CH3:9])[CH:5]=1)(=[O:13])[CH3:12]. The yield is 0.220. (3) The reactants are [N+:1]([C:4]1[CH:14]=[CH:13][C:7]([O:8][CH2:9][C:10]([OH:12])=O)=[CH:6][CH:5]=1)([O-:3])=[O:2].Cl.C(N(CC)CC)C.[C:23](=[N:26]O)([NH2:25])[CH3:24].CCN=C=NCCCN(C)C.Cl.C(N(C(C)C)CC)(C)C. The catalyst is C1COCC1. The product is [CH3:24][C:23]1[N:26]=[C:10]([CH2:9][O:8][C:7]2[CH:6]=[CH:5][C:4]([N+:1]([O-:3])=[O:2])=[CH:14][CH:13]=2)[O:12][N:25]=1. The yield is 0.600. (4) The reactants are [C:1]([C:4]1[C:5]([C:24]([C:26]2[CH:27]=[C:28]([CH:31]=[C:32]([CH3:34])[CH:33]=2)[C:29]#[N:30])=[O:25])=[N:6][C:7]([O:17]CC[Si](C)(C)C)=[N:8][C:9]=1[O:10]CC[Si](C)(C)C)([CH3:3])=[CH2:2].C(O)(C(F)(F)F)=O. The catalyst is ClCCl. The product is [C:1]([C:4]1[C:9](=[O:10])[NH:8][C:7](=[O:17])[NH:6][C:5]=1[C:24]([C:26]1[CH:27]=[C:28]([CH:31]=[C:32]([CH3:34])[CH:33]=1)[C:29]#[N:30])=[O:25])([CH3:3])=[CH2:2]. The yield is 0.820.